From a dataset of Full USPTO retrosynthesis dataset with 1.9M reactions from patents (1976-2016). Predict the reactants needed to synthesize the given product. Given the product [C:18]([O:17][C:15](=[O:16])[N:4]([CH2:3][CH2:2][OH:1])[CH2:5][CH:6]([OH:14])[CH2:7][C:8]1[CH:13]=[CH:12][CH:11]=[CH:10][CH:9]=1)([CH3:21])([CH3:20])[CH3:19], predict the reactants needed to synthesize it. The reactants are: [OH:1][CH2:2][CH2:3][NH:4][CH2:5][CH:6]([OH:14])[CH2:7][C:8]1[CH:13]=[CH:12][CH:11]=[CH:10][CH:9]=1.[C:15](O[C:15]([O:17][C:18]([CH3:21])([CH3:20])[CH3:19])=[O:16])([O:17][C:18]([CH3:21])([CH3:20])[CH3:19])=[O:16].C(N(CC)CC)C.O.